From a dataset of Reaction yield outcomes from USPTO patents with 853,638 reactions. Predict the reaction yield, written as a fraction of the theoretical maximum amount of product (1.0 means a 100% yield; for example, 0.34 means a 34% yield). (1) The reactants are [O:1]=[C:2]1[CH2:10][C:9]2[C:4](=[CH:5][CH:6]=[C:7]([S:11]([NH2:14])(=[O:13])=[O:12])[CH:8]=2)[NH:3]1.[N:15]1([CH2:21][CH2:22][O:23][C:24]2[CH:25]=[C:26]3[C:30](=[CH:31][CH:32]=2)[NH:29][C:28]([CH:33]=O)=[CH:27]3)[CH2:20][CH2:19][O:18][CH2:17][CH2:16]1.N1CCCCC1. The catalyst is C(O)C. The product is [N:15]1([CH2:21][CH2:22][O:23][C:24]2[CH:25]=[C:26]3[C:30](=[CH:31][CH:32]=2)[NH:29][C:28]([CH:33]=[C:10]2[C:9]4[C:4](=[CH:5][CH:6]=[C:7]([S:11]([NH2:14])(=[O:12])=[O:13])[CH:8]=4)[NH:3][C:2]2=[O:1])=[CH:27]3)[CH2:16][CH2:17][O:18][CH2:19][CH2:20]1. The yield is 0.620. (2) The reactants are Br[C:2]1[CH:3]=[CH:4][C:5]2[CH:9]=[CH:8][O:7][C:6]=2[CH:10]=1.[F:11][C:12]1[CH:20]=[C:19]2[C:15]([C:16](B3OC(C)(C)C(C)(C)O3)=[CH:17][N:18]2[C:21]([O:23][C:24]([CH3:27])([CH3:26])[CH3:25])=[O:22])=[CH:14][CH:13]=1.C([O-])([O-])=O.[K+].[K+]. The catalyst is O1CCOCC1.C1C=CC(P(C2C=CC=CC=2)[C-]2C=CC=C2)=CC=1.C1C=CC(P(C2C=CC=CC=2)[C-]2C=CC=C2)=CC=1.Cl[Pd]Cl.[Fe+2]. The product is [O:7]1[C:6]2[CH:10]=[C:2]([C:16]3[C:15]4[C:19](=[CH:20][C:12]([F:11])=[CH:13][CH:14]=4)[N:18]([C:21]([O:23][C:24]([CH3:27])([CH3:26])[CH3:25])=[O:22])[CH:17]=3)[CH:3]=[CH:4][C:5]=2[CH:9]=[CH:8]1. The yield is 0.630. (3) The reactants are [Br:1][C:2]1[C:7]2=[N:8][C:9]([C:12]([OH:14])=O)=[CH:10][N:11]=[C:6]2[CH:5]=[N:4][CH:3]=1.[NH:15]1[CH2:20][CH2:19][O:18][CH2:17][CH2:16]1.C(N(CC)CC)C.F[P-](F)(F)(F)(F)F.N1(OC(N(C)C)=[N+](C)C)C2N=CC=CC=2N=N1. The catalyst is CN(C)C=O. The product is [Br:1][C:2]1[C:7]2=[N:8][C:9]([C:12]([N:15]3[CH2:20][CH2:19][O:18][CH2:17][CH2:16]3)=[O:14])=[CH:10][N:11]=[C:6]2[CH:5]=[N:4][CH:3]=1. The yield is 0.630. (4) The reactants are C[Si](C)(C)CC[O:5][C:6](=[O:49])[CH:7]([CH2:33][CH:34]=[CH:35][CH2:36][P:37]([O:41][CH:42]([C:44]([O:46][CH2:47][CH3:48])=[O:45])[CH3:43])([O:39][CH3:40])=[O:38])[CH2:8][C:9]([CH3:32])=[CH:10][CH2:11][C:12]1[C:13]([O:25]CC[Si](C)(C)C)=[C:14]2[C:18](=[C:19]([CH3:23])[C:20]=1[O:21][CH3:22])[CH2:17][O:16][C:15]2=[O:24].CCCC[N+](CCCC)(CCCC)CCCC.[F-]. The catalyst is C1COCC1. The product is [CH2:47]([O:46][C:44]([CH:42]([O:41][P:37]([CH2:36][CH:35]=[CH:34][CH2:33][CH:7]([CH2:8][C:9]([CH3:32])=[CH:10][CH2:11][C:12]1[C:13]([OH:25])=[C:14]2[C:18](=[C:19]([CH3:23])[C:20]=1[O:21][CH3:22])[CH2:17][O:16][C:15]2=[O:24])[C:6]([OH:49])=[O:5])([O:39][CH3:40])=[O:38])[CH3:43])=[O:45])[CH3:48]. The yield is 0.770. (5) The reactants are [OH:1][CH:2]1[C:11]2[C:6](=[CH:7][CH:8]=[CH:9][CH:10]=2)[C:5](=[O:12])[O:4][CH2:3]1.N1C=CN=C1.[Si:18](Cl)([C:21]([CH3:24])([CH3:23])[CH3:22])([CH3:20])[CH3:19]. The catalyst is C(Cl)Cl. The product is [Si:18]([O:1][CH:2]1[C:11]2[C:6](=[CH:7][CH:8]=[CH:9][CH:10]=2)[C:5](=[O:12])[O:4][CH2:3]1)([C:21]([CH3:24])([CH3:23])[CH3:22])([CH3:20])[CH3:19]. The yield is 0.900. (6) The reactants are [H-].[Na+].[CH3:3][C:4]1[CH:5]=[C:6]2[C:10](=[CH:11][CH:12]=1)[NH:9][C:8](=[O:13])[C:7]12[C:17]2=[CH:18][C:19]3[O:23][CH2:22][O:21][C:20]=3[CH:24]=[C:16]2[O:15][CH2:14]1.Br[CH2:26][C:27]1[O:28][C:29]([C:32]([F:35])([F:34])[F:33])=[CH:30][CH:31]=1. The catalyst is CN(C)C=O. The product is [CH3:3][C:4]1[CH:5]=[C:6]2[C:10](=[CH:11][CH:12]=1)[N:9]([CH2:26][C:27]1[O:28][C:29]([C:32]([F:35])([F:34])[F:33])=[CH:30][CH:31]=1)[C:8](=[O:13])[C:7]12[C:17]2=[CH:18][C:19]3[O:23][CH2:22][O:21][C:20]=3[CH:24]=[C:16]2[O:15][CH2:14]1. The yield is 0.770. (7) The product is [C:6]1([CH:2]([O:1][CH:24]2[CH2:25][CH2:26][CH2:27][CH2:28][O:23]2)[C:3]([OH:5])=[O:4])[CH:11]=[CH:10][CH:9]=[CH:8][CH:7]=1. The reactants are [OH:1][CH:2]([C:6]1[CH:11]=[CH:10][CH:9]=[CH:8][CH:7]=1)[C:3]([OH:5])=[O:4].CC1C=CC(S(O)(=O)=O)=CC=1.[O:23]1[CH:28]=[CH:27][CH2:26][CH2:25][CH2:24]1. The catalyst is C(Cl)Cl. The yield is 0.480. (8) The reactants are O[CH2:2][C@@H:3]1[NH:7][C:6](=[O:8])[CH2:5][CH2:4]1.[Cl:9][C:10]1[CH:18]=[CH:17][CH:16]=[C:15]2[C:11]=1[C:12]([C:19]([NH:21][CH2:22][CH:23]1[CH2:28][CH2:27][C:26]([F:30])([F:29])[CH2:25][CH2:24]1)=[O:20])=[CH:13][NH:14]2. The catalyst is C1(C)C=CC=CC=1. The product is [Cl:9][C:10]1[CH:18]=[CH:17][CH:16]=[C:15]2[C:11]=1[C:12]([C:19]([NH:21][CH2:22][CH:23]1[CH2:28][CH2:27][C:26]([F:29])([F:30])[CH2:25][CH2:24]1)=[O:20])=[CH:13][N:14]2[CH2:2][C@H:3]1[CH2:4][CH2:5][C:6](=[O:8])[NH:7]1. The yield is 0.220.